The task is: Regression. Given a peptide amino acid sequence and an MHC pseudo amino acid sequence, predict their binding affinity value. This is MHC class I binding data.. This data is from Peptide-MHC class I binding affinity with 185,985 pairs from IEDB/IMGT. (1) The peptide sequence is PYIACRTSI. The binding affinity (normalized) is 0.864. The MHC is H-2-Kd with pseudo-sequence H-2-Kd. (2) The peptide sequence is KVSVGSYFC. The MHC is HLA-B27:03 with pseudo-sequence HLA-B27:03. The binding affinity (normalized) is 0.0847. (3) The peptide sequence is ISDSNPYLTQW. The MHC is HLA-A02:06 with pseudo-sequence HLA-A02:06. The binding affinity (normalized) is 0.0206. (4) The peptide sequence is QPYHFKDL. The MHC is H-2-Kb with pseudo-sequence H-2-Kb. The binding affinity (normalized) is 0.372. (5) The MHC is HLA-B44:03 with pseudo-sequence HLA-B44:03. The binding affinity (normalized) is 0.393. The peptide sequence is SELRPDTRY. (6) The peptide sequence is KVYWAGIEF. The MHC is HLA-A02:03 with pseudo-sequence HLA-A02:03. The binding affinity (normalized) is 0.0847. (7) The peptide sequence is LAYYNSCMLT. The MHC is HLA-A02:06 with pseudo-sequence HLA-A02:06. The binding affinity (normalized) is 0.588. (8) The peptide sequence is FYQIFPHSL. The MHC is HLA-B40:01 with pseudo-sequence HLA-B40:01. The binding affinity (normalized) is 0.0915. (9) The peptide sequence is IPSINVHHY. The MHC is HLA-A02:01 with pseudo-sequence HLA-A02:01. The binding affinity (normalized) is 0.0847. (10) The binding affinity (normalized) is 0. The MHC is HLA-A32:01 with pseudo-sequence HLA-A32:01. The peptide sequence is MIDNQKLSY.